From a dataset of Forward reaction prediction with 1.9M reactions from USPTO patents (1976-2016). Predict the product of the given reaction. Given the reactants [CH3:1][O:2][C:3]1[C:4]([O:32][CH3:33])=[CH:5][C:6]2[C:15]3[C:14](=O)[NH:13][C:12]4[CH:17]=[CH:18][CH:19]=[CH:20][C:11]=4[C:10]=3[N:9]([CH2:21][CH2:22][CH2:23][N:24]3[CH2:29][CH2:28][O:27][CH2:26][CH2:25]3)[C:8](=[O:30])[C:7]=2[CH:31]=1.O=P(Cl)(Cl)[Cl:36].P(Cl)(Cl)(Cl)(Cl)Cl, predict the reaction product. The product is: [Cl:36][C:14]1[N:13]=[C:12]2[CH:17]=[CH:18][CH:19]=[CH:20][C:11]2=[C:10]2[C:15]=1[C:6]1[CH:5]=[C:4]([O:32][CH3:33])[C:3]([O:2][CH3:1])=[CH:31][C:7]=1[C:8](=[O:30])[N:9]2[CH2:21][CH2:22][CH2:23][N:24]1[CH2:29][CH2:28][O:27][CH2:26][CH2:25]1.